Dataset: Full USPTO retrosynthesis dataset with 1.9M reactions from patents (1976-2016). Task: Predict the reactants needed to synthesize the given product. Given the product [CH3:25][N:13]1[C:14](=[O:24])[CH:15]=[C:16]([C:18]2[CH:23]=[CH:22][N:21]=[CH:20][N:19]=2)[N:17]=[C:12]1[O:10][CH:4]1[CH2:5][CH2:6][CH2:7][CH2:8][CH:9]1[CH3:27], predict the reactants needed to synthesize it. The reactants are: [H-].[Na+].C[C:4]1([OH:10])[CH2:9][CH2:8][CH2:7][CH2:6][CH2:5]1.Cl[C:12]1[N:13]([CH3:25])[C:14](=[O:24])[CH:15]=[C:16]([C:18]2[CH:23]=[CH:22][N:21]=[CH:20][N:19]=2)[N:17]=1.O1CCC[CH2:27]1.